This data is from NCI-60 drug combinations with 297,098 pairs across 59 cell lines. The task is: Regression. Given two drug SMILES strings and cell line genomic features, predict the synergy score measuring deviation from expected non-interaction effect. (1) Drug 1: CC(CN1CC(=O)NC(=O)C1)N2CC(=O)NC(=O)C2. Drug 2: CC1C(C(CC(O1)OC2CC(CC3=C2C(=C4C(=C3O)C(=O)C5=C(C4=O)C(=CC=C5)OC)O)(C(=O)C)O)N)O.Cl. Cell line: SF-295. Synergy scores: CSS=49.1, Synergy_ZIP=7.19, Synergy_Bliss=11.3, Synergy_Loewe=16.1, Synergy_HSA=16.0. (2) Drug 1: CCCCC(=O)OCC(=O)C1(CC(C2=C(C1)C(=C3C(=C2O)C(=O)C4=C(C3=O)C=CC=C4OC)O)OC5CC(C(C(O5)C)O)NC(=O)C(F)(F)F)O. Drug 2: C1CC(=O)NC(=O)C1N2C(=O)C3=CC=CC=C3C2=O. Cell line: NCI-H322M. Synergy scores: CSS=12.5, Synergy_ZIP=-6.44, Synergy_Bliss=-1.82, Synergy_Loewe=-10.5, Synergy_HSA=-3.40. (3) Drug 1: CS(=O)(=O)C1=CC(=C(C=C1)C(=O)NC2=CC(=C(C=C2)Cl)C3=CC=CC=N3)Cl. Drug 2: CC=C1C(=O)NC(C(=O)OC2CC(=O)NC(C(=O)NC(CSSCCC=C2)C(=O)N1)C(C)C)C(C)C. Cell line: CAKI-1. Synergy scores: CSS=37.5, Synergy_ZIP=3.43, Synergy_Bliss=2.72, Synergy_Loewe=-44.1, Synergy_HSA=2.72. (4) Drug 1: C1=C(C(=O)NC(=O)N1)N(CCCl)CCCl. Drug 2: CN(C(=O)NC(C=O)C(C(C(CO)O)O)O)N=O. Cell line: SF-268. Synergy scores: CSS=35.7, Synergy_ZIP=-0.326, Synergy_Bliss=2.06, Synergy_Loewe=1.30, Synergy_HSA=2.48.